Predict the reaction yield, written as a fraction of the theoretical maximum amount of product (1.0 means a 100% yield; for example, 0.34 means a 34% yield). From a dataset of Reaction yield outcomes from USPTO patents with 853,638 reactions. The reactants are [NH2:1][C:2]1[CH:7]=[C:6]([F:8])[C:5]([N+:9]([O-:11])=[O:10])=[CH:4][C:3]=1[C:12]#[C:13][C:14]([CH3:22])([CH3:21])[CH2:15][C:16]([O:18][CH2:19][CH3:20])=[O:17].C(OCC)(=O)C. The catalyst is CC#N.Cl[Pd]Cl. The product is [F:8][C:6]1[CH:7]=[C:2]2[C:3]([CH:12]=[C:13]([C:14]([CH3:21])([CH3:22])[CH2:15][C:16]([O:18][CH2:19][CH3:20])=[O:17])[NH:1]2)=[CH:4][C:5]=1[N+:9]([O-:11])=[O:10]. The yield is 0.980.